From a dataset of Catalyst prediction with 721,799 reactions and 888 catalyst types from USPTO. Predict which catalyst facilitates the given reaction. (1) Reactant: Cl.CN([CH:5]([CH3:15])[C:6]([C:8]1[CH:13]=[CH:12][CH:11]=[C:10]([Cl:14])[CH:9]=1)=[O:7])C.[NH2:16][C:17]1[CH:22]=[CH:21][CH:20]=[CH:19][C:18]=1[OH:23]. Product: [ClH:14].[OH:23][C:18]1[CH:19]=[CH:20][CH:21]=[CH:22][C:17]=1[NH:16][CH2:15][CH2:5][C:6]([C:8]1[CH:13]=[CH:12][CH:11]=[C:10]([Cl:14])[CH:9]=1)=[O:7]. The catalyst class is: 8. (2) Reactant: [OH:1][C:2]1[C:11]([OH:12])=[C:10]2[C:5]([C:6](=[O:21])[C:7]([C:13]3[CH:18]=[CH:17][CH:16]=[CH:15][C:14]=3[O:19]C)=[CH:8][O:9]2)=[CH:4][CH:3]=1.B(Br)(Br)Br. The catalyst class is: 2. Product: [OH:1][C:2]1[C:11]([OH:12])=[C:10]2[C:5]([C:6](=[O:21])[C:7]([C:13]3[CH:18]=[CH:17][CH:16]=[CH:15][C:14]=3[OH:19])=[CH:8][O:9]2)=[CH:4][CH:3]=1.